From a dataset of Forward reaction prediction with 1.9M reactions from USPTO patents (1976-2016). Predict the product of the given reaction. (1) Given the reactants [Br:1][C:2]1[CH:7]=[C:6]([O:8][CH3:9])[C:5]([O:10][CH3:11])=[CH:4][C:3]=1[CH2:12][CH2:13][NH2:14].CCN(CC)CC.[C:22](Cl)([CH3:24])=[O:23], predict the reaction product. The product is: [Br:1][C:2]1[CH:7]=[C:6]([O:8][CH3:9])[C:5]([O:10][CH3:11])=[CH:4][C:3]=1[CH2:12][CH2:13][NH:14][C:22](=[O:23])[CH3:24]. (2) Given the reactants [CH3:1][C@@H:2]1[CH2:6][CH2:5][CH2:4][N:3]1[CH2:7][CH2:8][N:9]1[CH2:18][CH2:17][C:16]2[C:11](=[CH:12][CH:13]=[C:14]([O:19][C:20]3[CH:28]=[CH:27][C:23]([C:24](O)=[O:25])=[CH:22][CH:21]=3)[CH:15]=2)[C:10]1=[O:29].[NH:30]1[CH2:34][CH2:33][CH2:32][CH2:31]1, predict the reaction product. The product is: [CH3:1][C@@H:2]1[CH2:6][CH2:5][CH2:4][N:3]1[CH2:7][CH2:8][N:9]1[CH2:18][CH2:17][C:16]2[C:11](=[CH:12][CH:13]=[C:14]([O:19][C:20]3[CH:21]=[CH:22][C:23]([C:24]([N:30]4[CH2:34][CH2:33][CH2:32][CH2:31]4)=[O:25])=[CH:27][CH:28]=3)[CH:15]=2)[C:10]1=[O:29]. (3) Given the reactants Cl[C:2]1[C:7]([N+:8]([O-:10])=[O:9])=[CH:6][N:5]=[C:4]([C:11]2[N:15]3[CH:16]=[C:17]([F:20])[CH:18]=[CH:19][C:14]3=[N:13][CH:12]=2)[N:3]=1.[CH3:21][CH:22]([CH3:26])[C@H:23]([NH2:25])[CH3:24], predict the reaction product. The product is: [F:20][C:17]1[CH:18]=[CH:19][C:14]2[N:15]([C:11]([C:4]3[N:3]=[C:2]([NH:25][C@@H:23]([CH:22]([CH3:26])[CH3:21])[CH3:24])[C:7]([N+:8]([O-:10])=[O:9])=[CH:6][N:5]=3)=[CH:12][N:13]=2)[CH:16]=1. (4) Given the reactants [Cl:1][C:2]1[N:7]=[C:6](Cl)[CH:5]=[CH:4][N:3]=1.[Cl:9][C:10]1[CH:11]=[C:12]([S:17]([N:20]([CH2:40][C:41]([O:43][C:44]([CH3:47])([CH3:46])[CH3:45])=[O:42])[C:21]2[C:30]3[C:25](=[C:26](B4OC(C)(C)C(C)(C)O4)[CH:27]=[CH:28][CH:29]=3)[CH:24]=[CH:23][CH:22]=2)(=[O:19])=[O:18])[CH:13]=[C:14]([Cl:16])[CH:15]=1, predict the reaction product. The product is: [Cl:1][C:2]1[N:7]=[C:6]([C:26]2[CH:27]=[CH:28][CH:29]=[C:30]3[C:25]=2[CH:24]=[CH:23][CH:22]=[C:21]3[N:20]([CH2:40][C:41]([O:43][C:44]([CH3:47])([CH3:46])[CH3:45])=[O:42])[S:17]([C:12]2[CH:13]=[C:14]([Cl:16])[CH:15]=[C:10]([Cl:9])[CH:11]=2)(=[O:19])=[O:18])[CH:5]=[CH:4][N:3]=1. (5) Given the reactants [NH:1]1[CH:5]=[CH:4][C:3]([NH:6][C:7](=[O:9])[CH3:8])=[N:2]1.[CH3:10]C1NN=C(N)C=1, predict the reaction product. The product is: [CH3:10][C:5]1[NH:1][N:2]=[C:3]([NH:6][C:7](=[O:9])[CH3:8])[CH:4]=1. (6) Given the reactants Cl.[NH2:2][C@H:3]([C:7]([OH:9])=[O:8])[CH:4]([CH3:6])[CH3:5].Cl[CH2:11]Cl, predict the reaction product. The product is: [CH3:11][O:8][C:7](=[O:9])[C@H:3]([CH:4]([CH3:6])[CH3:5])[NH2:2]. (7) Given the reactants [F:1][C:2]1[CH:7]=[C:6]([F:8])[CH:5]=[CH:4][C:3]=1[N:9]1[C:17]2[N:16]([CH2:18][CH3:19])[C:15](=[O:20])[C:14]([C:21]3[CH:22]=[C:23]([CH:27]=[C:28]([F:31])[C:29]=3[CH3:30])[C:24]([OH:26])=O)=[N:13][C:12]=2[CH:11]=[N:10]1.C(Cl)(=O)C(Cl)=O.[NH2:38][C:39]1[CH:43]=[CH:42][O:41][N:40]=1.CCN(CC)CC.C([O-])(O)=O.[Na+], predict the reaction product. The product is: [F:1][C:2]1[CH:7]=[C:6]([F:8])[CH:5]=[CH:4][C:3]=1[N:9]1[C:17]2[N:16]([CH2:18][CH3:19])[C:15](=[O:20])[C:14]([C:21]3[CH:22]=[C:23]([CH:27]=[C:28]([F:31])[C:29]=3[CH3:30])[C:24]([NH:38][C:39]3[CH:43]=[CH:42][O:41][N:40]=3)=[O:26])=[N:13][C:12]=2[CH:11]=[N:10]1.